The task is: Predict which catalyst facilitates the given reaction.. This data is from Catalyst prediction with 721,799 reactions and 888 catalyst types from USPTO. (1) Reactant: [NH2:1][CH2:2][C@@H:3]1[C@H:7]([OH:8])[CH2:6][N:5]([CH2:9][CH2:10][N:11]2[C:20]3[C:15](=[CH:16][CH:17]=[C:18]([F:21])[CH:19]=3)[CH:14]=[CH:13][C:12]2=[O:22])[CH2:4]1.[Cl:23][C:24]1[C:33]([CH:34]=O)=[N:32][C:31]2[NH:30][C:29](=[O:36])[CH2:28][O:27][C:26]=2[CH:25]=1.C(Cl)Cl.C(O[BH-](OC(=O)C)OC(=O)C)(=O)C.[Na+]. Product: [Cl:23][C:24]1[C:33]([CH2:34][NH:1][CH2:2][C@@H:3]2[C@H:7]([OH:8])[CH2:6][N:5]([CH2:9][CH2:10][N:11]3[C:20]4[C:15](=[CH:16][CH:17]=[C:18]([F:21])[CH:19]=4)[CH:14]=[CH:13][C:12]3=[O:22])[CH2:4]2)=[N:32][C:31]2[NH:30][C:29](=[O:36])[CH2:28][O:27][C:26]=2[CH:25]=1. The catalyst class is: 5. (2) Reactant: [OH-].[Li+].[CH:3]1([C@H:9]([NH:14][C:15]([C:17]2[CH:22]=[CH:21][C:20]([C:23]3[CH:28]=[CH:27][C:26]([O:29][CH3:30])=[CH:25][CH:24]=3)=[CH:19][C:18]=2[NH:31][C:32]([NH:34][C:35]2[C:40]([CH3:41])=[CH:39][C:38]([CH3:42])=[CH:37][C:36]=2[CH3:43])=[O:33])=[O:16])[C:10]([O:12]C)=[O:11])[CH2:8][CH2:7][CH2:6][CH2:5][CH2:4]1.CO.O. Product: [CH:3]1([C@H:9]([NH:14][C:15]([C:17]2[CH:22]=[CH:21][C:20]([C:23]3[CH:28]=[CH:27][C:26]([O:29][CH3:30])=[CH:25][CH:24]=3)=[CH:19][C:18]=2[NH:31][C:32]([NH:34][C:35]2[C:40]([CH3:41])=[CH:39][C:38]([CH3:42])=[CH:37][C:36]=2[CH3:43])=[O:33])=[O:16])[C:10]([OH:12])=[O:11])[CH2:8][CH2:7][CH2:6][CH2:5][CH2:4]1. The catalyst class is: 1. (3) The catalyst class is: 7. Product: [CH3:3][C:4]1[O:8][C:7]([C:9]2[CH:14]=[CH:13][CH:12]=[CH:11][CH:10]=2)=[N:6][C:5]=1[CH2:15][CH2:16][O:17][C:18]1[C:26]2[CH:25]=[CH:24][S:23][C:22]=2[C:21]([CH2:27][CH:28]2[S:32][C:31](=[O:33])[NH:30][C:29]2=[O:34])=[CH:20][CH:19]=1. Reactant: [Al].O.[CH3:3][C:4]1[O:8][C:7]([C:9]2[CH:14]=[CH:13][CH:12]=[CH:11][CH:10]=2)=[N:6][C:5]=1[CH2:15][CH2:16][O:17][C:18]1[C:26]2[CH:25]=[CH:24][S:23][C:22]=2[C:21]([CH:27]=[C:28]2[S:32][C:31](=[O:33])[NH:30][C:29]2=[O:34])=[CH:20][CH:19]=1. (4) Reactant: [N:1]1([CH2:6][C@@H:7]2[C@H:10]([NH:11][C:12](=[O:48])/[C:13](=[N:27]\[O:28][C:29]3([C:32]([O:34]C(C4C=CC=CC=4)C4C=CC=CC=4)=[O:33])[CH2:31][CH2:30]3)/[C:14]3[N:15]=[C:16]([NH:19]C(OC(C)(C)C)=O)[S:17][CH:18]=3)[C:9](=[O:49])[N:8]2[S:50]([OH:53])(=[O:52])=[O:51])[CH:5]=[N:4][CH:3]=[N:2]1.C(O)(C(F)(F)F)=O. Product: [N:1]1([CH2:6][C@@H:7]2[C@H:10]([NH:11][C:12](=[O:48])/[C:13](=[N:27]\[O:28][C:29]3([C:32]([OH:34])=[O:33])[CH2:30][CH2:31]3)/[C:14]3[N:15]=[C:16]([NH2:19])[S:17][CH:18]=3)[C:9](=[O:49])[N:8]2[S:50]([OH:53])(=[O:51])=[O:52])[CH:5]=[N:4][CH:3]=[N:2]1. The catalyst class is: 2. (5) Reactant: C(OC([N:8]1[CH2:12][CH2:11][CH:10]([O:13][C:14]2[CH:19]=[CH:18][C:17]([C:20]([OH:22])=O)=[CH:16][CH:15]=2)[CH2:9]1)=O)(C)(C)C.C1C=CC2N(O)N=NC=2C=1.CCN=C=NCCCN(C)C.[CH:44]12[CH2:52][CH2:51][CH:48]([CH2:49][CH2:50]1)[CH2:47][NH:46][CH2:45]2.CCN(C(C)C)C(C)C. Product: [CH:44]12[CH2:52][CH2:51][CH:48]([CH2:49][CH2:50]1)[CH2:47][N:46]([C:20]([C:17]1[CH:16]=[CH:15][C:14]([O:13][CH:10]3[CH2:11][CH2:12][NH:8][CH2:9]3)=[CH:19][CH:18]=1)=[O:22])[CH2:45]2. The catalyst class is: 3.